This data is from TCR-epitope binding with 47,182 pairs between 192 epitopes and 23,139 TCRs. The task is: Binary Classification. Given a T-cell receptor sequence (or CDR3 region) and an epitope sequence, predict whether binding occurs between them. (1) The epitope is RLRPGGKKK. The TCR CDR3 sequence is CASSSRGTYEQYF. Result: 0 (the TCR does not bind to the epitope). (2) The epitope is RLRAEAQVK. The TCR CDR3 sequence is CASSYADTQYF. Result: 1 (the TCR binds to the epitope). (3) The epitope is VTEHDTLLY. The TCR CDR3 sequence is CSVEDAGGTYEQYF. Result: 1 (the TCR binds to the epitope). (4) The epitope is NLNESLIDL. The TCR CDR3 sequence is CASSQHLYFRLADTDTQYF. Result: 1 (the TCR binds to the epitope). (5) The epitope is TPINLVRDL. The TCR CDR3 sequence is CASSPGTSGSYEQYF. Result: 1 (the TCR binds to the epitope). (6) The epitope is VTIAEILLI. The TCR CDR3 sequence is CASSLTSALSYNEQFF. Result: 0 (the TCR does not bind to the epitope). (7) The epitope is KLWAQCVQL. The TCR CDR3 sequence is CASSGGSGGLSDTQYF. Result: 1 (the TCR binds to the epitope). (8) The epitope is YLKLTDNVYIK. The TCR CDR3 sequence is CASSLGGANEQFF. Result: 0 (the TCR does not bind to the epitope). (9) The epitope is ELAGIGILTV. The TCR CDR3 sequence is CASSPTEKRGPYEQYF. Result: 0 (the TCR does not bind to the epitope).